This data is from Reaction yield outcomes from USPTO patents with 853,638 reactions. The task is: Predict the reaction yield, written as a fraction of the theoretical maximum amount of product (1.0 means a 100% yield; for example, 0.34 means a 34% yield). The yield is 0.420. The reactants are Cl[C:2]1[CH:3]=[C:4]([C:14]([NH:16][CH2:17][C:18]2[C:19](=[O:26])[NH:20][C:21]([CH3:25])=[CH:22][C:23]=2[CH3:24])=[O:15])[C:5]2[CH:10]=[N:9][N:8]([CH:11]([CH3:13])[CH3:12])[C:6]=2[N:7]=1.[NH2:27][C:28]1[CH:29]=[C:30](B(O)O)[CH:31]=[CH:32][CH:33]=1.C(=O)(O)[O-].[Na+].O. The product is [NH2:27][C:28]1[CH:33]=[C:32]([C:2]2[CH:3]=[C:4]([C:14]([NH:16][CH2:17][C:18]3[C:19](=[O:26])[NH:20][C:21]([CH3:25])=[CH:22][C:23]=3[CH3:24])=[O:15])[C:5]3[CH:10]=[N:9][N:8]([CH:11]([CH3:13])[CH3:12])[C:6]=3[N:7]=2)[CH:31]=[CH:30][CH:29]=1. The catalyst is COCCOC.O.C1C=CC(P(C2C=CC=CC=2)[C-]2C=CC=C2)=CC=1.C1C=CC(P(C2C=CC=CC=2)[C-]2C=CC=C2)=CC=1.Cl[Pd]Cl.[Fe+2].C(Cl)Cl.